From a dataset of Forward reaction prediction with 1.9M reactions from USPTO patents (1976-2016). Predict the product of the given reaction. (1) Given the reactants [CH:1]1[CH:6]=[CH:5][CH:4]=[CH:3][CH:2]=1.[H][H], predict the reaction product. The product is: [CH:1]1([C:1]2[CH:6]=[CH:5][CH:4]=[CH:3][CH:2]=2)[CH2:6][CH2:5][CH2:4][CH2:3][CH2:2]1. (2) Given the reactants [CH3:1][C:2]1([CH3:15])[C@@H:4]2[CH2:5][C:6]3[C:10]([C@H:3]12)=[C:9]([CH3:11])[S:8][C:7]=3[C:12]([NH2:14])=O.CC[N+](S(N=C(OC)[O-])(=O)=O)(CC)CC.C(Cl)Cl.O, predict the reaction product. The product is: [CH3:1][C:2]1([CH3:15])[C@@H:4]2[CH2:5][C:6]3[C:10]([C@H:3]12)=[C:9]([CH3:11])[S:8][C:7]=3[C:12]#[N:14]. (3) Given the reactants [NH2:1][C:2]1[C:3](Cl)=[N:4][C:5]([C:8]([F:11])([F:10])[F:9])=[CH:6][CH:7]=1.[C:13]([O:17][C:18]([N:20]1[CH2:25][CH:24]=[C:23](B2OC(C)(C)C(C)(C)O2)[CH2:22][CH2:21]1)=[O:19])([CH3:16])([CH3:15])[CH3:14].P([O-])([O-])([O-])=O.[K+].[K+].[K+].C(OCC)(=O)C, predict the reaction product. The product is: [C:13]([O:17][C:18]([N:20]1[CH2:21][CH:22]=[C:23]([C:3]2[C:2]([NH2:1])=[CH:7][CH:6]=[C:5]([C:8]([F:11])([F:10])[F:9])[N:4]=2)[CH2:24][CH2:25]1)=[O:19])([CH3:16])([CH3:14])[CH3:15]. (4) Given the reactants [Br:1][C:2]1[CH:7]=[CH:6][C:5]([CH2:8][OH:9])=[CH:4][C:3]=1[N+:10]([O-:12])=[O:11].[C:13]1(O)[CH:18]=[CH:17][CH:16]=[CH:15][CH:14]=1.C1(P(C2C=CC=CC=2)C2C=CC=CC=2)C=CC=CC=1.CC(OC(/N=N/C(OC(C)C)=O)=O)C, predict the reaction product. The product is: [Br:1][C:2]1[CH:7]=[CH:6][C:5]([CH2:8][O:9][C:13]2[CH:18]=[CH:17][CH:16]=[CH:15][CH:14]=2)=[CH:4][C:3]=1[N+:10]([O-:12])=[O:11]. (5) Given the reactants [Br:1][C:2]1[CH:7]=[CH:6][C:5]([N:8]2[CH2:13][CH2:12][CH2:11][C@H:10]([NH:14]C(=O)OC(C)(C)C)[CH2:9]2)=[C:4]([F:22])[CH:3]=1.[ClH:23], predict the reaction product. The product is: [ClH:23].[ClH:23].[Br:1][C:2]1[CH:7]=[CH:6][C:5]([N:8]2[CH2:13][CH2:12][CH2:11][C@H:10]([NH2:14])[CH2:9]2)=[C:4]([F:22])[CH:3]=1. (6) Given the reactants [C:1]([O:5][C:6]([CH2:8][C:9]1[CH:39]=[CH:38][C:12]([O:13][CH:14]([C:25]2[CH:30]=[CH:29][C:28]([O:31][CH:32]([CH3:34])[CH3:33])=[C:27]([O:35][CH2:36][CH3:37])[CH:26]=2)[C:15]([O:17]CC2C=CC=CC=2)=[O:16])=[CH:11][CH:10]=1)=[O:7])([CH3:4])([CH3:3])[CH3:2], predict the reaction product. The product is: [C:1]([O:5][C:6]([CH2:8][C:9]1[CH:39]=[CH:38][C:12]([O:13][CH:14]([C:25]2[CH:30]=[CH:29][C:28]([O:31][CH:32]([CH3:34])[CH3:33])=[C:27]([O:35][CH2:36][CH3:37])[CH:26]=2)[C:15]([OH:17])=[O:16])=[CH:11][CH:10]=1)=[O:7])([CH3:4])([CH3:3])[CH3:2].